The task is: Predict the reactants needed to synthesize the given product.. This data is from Full USPTO retrosynthesis dataset with 1.9M reactions from patents (1976-2016). (1) Given the product [Br:1][C:2]1[CH:3]=[C:4]([CH:8]=[CH:9][C:10]=1[CH3:11])[C:5]([NH:24][C:23]1[CH:25]=[CH:26][CH:27]=[C:21]([C:20]([F:19])([F:28])[F:29])[CH:22]=1)=[O:6], predict the reactants needed to synthesize it. The reactants are: [Br:1][C:2]1[CH:3]=[C:4]([CH:8]=[CH:9][C:10]=1[CH3:11])[C:5](Cl)=[O:6].C(N(CC)CC)C.[F:19][C:20]([F:29])([F:28])[C:21]1[CH:22]=[C:23]([CH:25]=[CH:26][CH:27]=1)[NH2:24]. (2) Given the product [CH:23]1([N:9]([CH:6]2[CH2:5][CH2:4][N:3]([C:1]3[O:26][N:27]=[C:28]([CH2:29][CH3:30])[N:2]=3)[CH2:8][CH2:7]2)[C:10](=[O:22])[C:11]2[CH:12]=[CH:13][C:14]([C:17]3[O:21][CH:20]=[N:19][CH:18]=3)=[CH:15][CH:16]=2)[CH2:25][CH2:24]1, predict the reactants needed to synthesize it. The reactants are: [C:1]([N:3]1[CH2:8][CH2:7][CH:6]([N:9]([CH:23]2[CH2:25][CH2:24]2)[C:10](=[O:22])[C:11]2[CH:16]=[CH:15][C:14]([C:17]3[O:21][CH:20]=[N:19][CH:18]=3)=[CH:13][CH:12]=2)[CH2:5][CH2:4]1)#[N:2].[OH:26][NH:27][C:28](=N)[CH2:29][CH3:30]. (3) Given the product [C:1]([OH:5])(=[O:4])[CH:2]=[CH2:3].[C:6]([NH2:10])(=[O:9])[CH:7]=[CH2:8].[CH2:11]=[CH:12][C:13]1[CH:18]=[CH:17][CH:16]=[CH:15][CH:14]=1, predict the reactants needed to synthesize it. The reactants are: [C:1]([OH:5])(=[O:4])[CH:2]=[CH2:3].[C:6]([NH2:10])(=[O:9])[CH:7]=[CH2:8].[CH2:11]=[CH:12][C:13]1[CH:18]=[CH:17][CH:16]=[CH:15][CH:14]=1. (4) Given the product [CH:1]1([O:7][CH2:8][CH:9]2[CH2:14][CH:13]([C:15]([OH:17])=[O:16])[CH2:12][CH2:11][N:10]2[C:19]([O:21][CH3:22])=[O:20])[CH2:6][CH2:5][CH2:4][CH2:3][CH2:2]1, predict the reactants needed to synthesize it. The reactants are: [CH:1]1([O:7][CH2:8][CH:9]2[CH2:14][CH:13]([C:15]([O:17]C)=[O:16])[CH2:12][CH2:11][N:10]2[C:19]([O:21][CH3:22])=[O:20])[CH2:6][CH2:5][CH2:4][CH2:3][CH2:2]1.[Br-].[Li+].C(N(CC)CC)C.CC(OC)(C)C. (5) Given the product [CH3:1][O:2][C:3](=[O:26])[C@H:4]([CH2:22][CH2:23][S:24][CH3:25])[NH:5][C:6](=[O:21])[C:7]1[CH:12]=[CH:11][C:10](=[CH:13][O:14][CH2:30][C:31]2[CH:32]=[N:33][CH:34]=[CH:35][CH:36]=2)[CH2:9][C:8]=1[C:15]1[CH:20]=[CH:19][CH:18]=[CH:17][CH:16]=1, predict the reactants needed to synthesize it. The reactants are: [CH3:1][O:2][C:3](=[O:26])[C@H:4]([CH2:22][CH2:23][S:24][CH3:25])[NH:5][C:6](=[O:21])[C:7]1[CH:12]=[CH:11][C:10]([CH2:13][OH:14])=[CH:9][C:8]=1[C:15]1[CH:20]=[CH:19][CH:18]=[CH:17][CH:16]=1.[H-].[Na+].Cl[CH2:30][C:31]1[CH:32]=[N:33][CH:34]=[CH:35][CH:36]=1. (6) Given the product [C:1]([O:5][C:6]([N:8]1[CH2:9][CH2:10][CH:11]([N:14]2[C:18]([C:19]3[CH:24]=[CH:23][N:22]=[CH:21][CH:20]=3)=[C:17]([C:25]3[CH:26]=[CH:27][C:28]([Cl:31])=[CH:29][CH:30]=3)[C:16]([O:32][CH3:36])=[N:15]2)[CH2:12][CH2:13]1)=[O:7])([CH3:4])([CH3:2])[CH3:3], predict the reactants needed to synthesize it. The reactants are: [C:1]([O:5][C:6]([N:8]1[CH2:13][CH2:12][CH:11]([N:14]2[C:18]([C:19]3[CH:24]=[CH:23][N:22]=[CH:21][CH:20]=3)=[C:17]([C:25]3[CH:30]=[CH:29][C:28]([Cl:31])=[CH:27][CH:26]=3)[C:16](=[O:32])[NH:15]2)[CH2:10][CH2:9]1)=[O:7])([CH3:4])([CH3:3])[CH3:2].[H-].[Li+].I[CH3:36]. (7) Given the product [Cl:1][C:2]1[CH:7]=[C:6]2[NH:8][C:9](=[O:30])[C:10]3([CH:11]([C:25](=[CH2:29])[CH2:26][CH2:27][CH3:28])[N:12]4[CH:31]=[N:24][N:23]=[C:13]4[CH2:14][CH:15]3[C:16]3[CH:21]=[CH:20][CH:19]=[C:18]([Cl:22])[CH:17]=3)[C:5]2=[CH:4][CH:3]=1, predict the reactants needed to synthesize it. The reactants are: [Cl:1][C:2]1[CH:7]=[C:6]2[NH:8][C:9](=[O:30])[C:10]3([CH:15]([C:16]4[CH:21]=[CH:20][CH:19]=[C:18]([Cl:22])[CH:17]=4)[CH2:14][C:13](=[N:23][NH2:24])[NH:12][CH:11]3[C:25](=[CH2:29])[CH2:26][CH2:27][CH3:28])[C:5]2=[CH:4][CH:3]=1.[CH:31](O)=O.